Predict which catalyst facilitates the given reaction. From a dataset of Catalyst prediction with 721,799 reactions and 888 catalyst types from USPTO. (1) Reactant: [I:1][C:2]1[CH:3]=[CH:4][C:5]([NH:8][C:9]([NH2:11])=S)=[N:6][CH:7]=1.CI.[CH3:14][O:15][C:16]1[CH:23]=[CH:22][CH:21]=[CH:20][C:17]=1[CH2:18][NH2:19]. Product: [I:1][C:2]1[CH:3]=[CH:4][C:5]([NH:8][C:9]([NH:19][CH2:18][C:17]2[CH:20]=[CH:21][CH:22]=[CH:23][C:16]=2[O:15][CH3:14])=[NH:11])=[N:6][CH:7]=1. The catalyst class is: 5. (2) Reactant: [F:1][C:2]1[C:9]([O:10][CH3:11])=[N:8][C:7]([O:12][CH3:13])=[C:6]([F:14])[C:3]=1[CH:4]=[O:5].[BH4-].[Na+].Cl. Product: [F:1][C:2]1[C:9]([O:10][CH3:11])=[N:8][C:7]([O:12][CH3:13])=[C:6]([F:14])[C:3]=1[CH2:4][OH:5]. The catalyst class is: 5. (3) Reactant: [C:1]([OH:6])(=O)[CH2:2][CH2:3][CH3:4].Cl.[CH3:8][NH:9][O:10][CH3:11].F[P-](F)(F)(F)(F)F.N1(O[P+](N(C)C)(N(C)C)N(C)C)C2C=CC=CC=2N=N1. Product: [CH3:11][O:10][N:9]([CH3:8])[C:1](=[O:6])[CH2:2][CH2:3][CH3:4]. The catalyst class is: 2. (4) Reactant: [NH:1]1[C:5]2=[N:6][CH:7]=[N:8][CH:9]=[C:4]2[C:3](N)=[N:2]1.N([O-])=O.[Na+].[I-:15].[K+].C(=O)([O-])[O-].[Na+].[Na+]. Product: [I:15][C:3]1[C:4]2[C:5](=[N:6][CH:7]=[N:8][CH:9]=2)[NH:1][N:2]=1. The catalyst class is: 445. (5) Product: [CH2:1]([C:3]1[CH:8]=[CH:7][CH:6]=[C:5]([CH2:9][CH3:10])[C:4]=1[C:11]1[CH:20]=[CH:19][C:18]2[CH:17]([OH:21])[CH2:16][CH2:15][CH2:14][C:13]=2[N:12]=1)[CH3:2]. Reactant: [CH2:1]([C:3]1[CH:8]=[CH:7][CH:6]=[C:5]([CH2:9][CH3:10])[C:4]=1[C:11]1[CH:20]=[CH:19][C:18]2[C:17](=[O:21])[CH2:16][CH2:15][CH2:14][C:13]=2[N:12]=1)[CH3:2].[BH4-].[Na+]. The catalyst class is: 5. (6) Reactant: [CH3:1][C:2]1[CH:7]=[C:6]([O:8]C)[C:5]([CH:10]=[O:11])=[CH:4][C:3]=1[C:12]1[C:21]2[C:16](=[CH:17][CH:18]=[CH:19][C:20]=2[C:22]2[CH:27]=[C:26]([CH:28]=[O:29])[C:25]([O:30]C)=[CH:24][C:23]=2[CH3:32])[CH:15]=[CH:14][CH:13]=1.B(Br)(Br)Br. Product: [CH3:32][C:23]1[CH:24]=[C:25]([OH:30])[C:26]([CH:28]=[O:29])=[CH:27][C:22]=1[C:20]1[C:21]2[C:16](=[CH:15][CH:14]=[CH:13][C:12]=2[C:3]2[CH:4]=[C:5]([CH:10]=[O:11])[C:6]([OH:8])=[CH:7][C:2]=2[CH3:1])[CH:17]=[CH:18][CH:19]=1. The catalyst class is: 2. (7) Reactant: [N:1]1[NH:2][N:3]=[N:4][C:5]=1[C:6]1[CH:17]=[CH:16][C:9]([O:10][CH2:11][C:12](OC)=[O:13])=[CH:8][CH:7]=1.O.[NH2:19][NH2:20]. Product: [NH:4]1[C:5]([C:6]2[CH:17]=[CH:16][C:9]([O:10][CH2:11][C:12]([NH:19][NH2:20])=[O:13])=[CH:8][CH:7]=2)=[N:1][N:2]=[N:3]1. The catalyst class is: 5. (8) Reactant: [OH:1][C:2]1[CH:3]=[C:4]([C:8]23[CH2:15][CH2:14][C:11]([CH2:16][CH2:17][CH:18]4[CH2:20][CH:19]4[C:21]([O:23][CH3:24])=[O:22])([CH2:12][CH2:13]2)[CH2:10][O:9]3)[CH:5]=[CH:6][CH:7]=1.[Si:25]([O:32][C:33]1[CH:34]=[C:35](B(O)O)[CH:36]=[CH:37][CH:38]=1)([C:28]([CH3:31])([CH3:30])[CH3:29])([CH3:27])[CH3:26].N1C=CC=CC=1.CC1C=CC(S(OCC23CCC(C4SC(C)=NC=4C4C=CC=CC=4)(CC2)OC3)(=O)=O)=CC=1. Product: [Si:25]([O:32][C:33]1[CH:34]=[C:35]([CH:36]=[CH:37][CH:38]=1)[O:1][C:2]1[CH:3]=[C:4]([C:8]23[CH2:15][CH2:14][C:11]([CH2:16][CH2:17][CH:18]4[CH2:20][CH:19]4[C:21]([O:23][CH3:24])=[O:22])([CH2:12][CH2:13]2)[CH2:10][O:9]3)[CH:5]=[CH:6][CH:7]=1)([C:28]([CH3:31])([CH3:30])[CH3:29])([CH3:27])[CH3:26]. The catalyst class is: 749. (9) Reactant: [CH3:1][C:2]([CH3:5])([O-:4])[CH3:3].[K+].[C:7]1(=[O:14])[O:13][C:11](=[O:12])[CH2:10][CH2:9][CH2:8]1. Product: [C:2]([O:4][C:7](=[O:14])[CH2:8][CH2:9][CH2:10][C:11]([OH:13])=[O:12])([CH3:5])([CH3:3])[CH3:1]. The catalyst class is: 1. (10) Reactant: [Cl:1][C:2]1[CH:3]=[C:4]([Cl:23])[C:5]2[N:6]([C:8]([CH2:19][C:20](O)=[O:21])=[C:9]([C:11]3[CH:16]=[CH:15][C:14]([O:17][CH3:18])=[CH:13][CH:12]=3)[N:10]=2)[CH:7]=1.[C:24]([C:31]1[NH:32][CH:33]=C[N:35]=1)([C:26]1NC=CN=1)=O.CN(C=O)C.NC1[C:43]([Cl:48])=[N:44]C=CC=1. Product: [Cl:1][C:2]1[CH:3]=[C:4]([Cl:23])[C:5]2[N:6]([C:8]([CH2:19][C:20]([N:24]([C:31]3[N:35]=[N:44][C:43]([Cl:48])=[CH:33][CH:32]=3)[CH3:26])=[O:21])=[C:9]([C:11]3[CH:12]=[CH:13][C:14]([O:17][CH3:18])=[CH:15][CH:16]=3)[N:10]=2)[CH:7]=1. The catalyst class is: 6.